Dataset: Catalyst prediction with 721,799 reactions and 888 catalyst types from USPTO. Task: Predict which catalyst facilitates the given reaction. (1) Reactant: [CH3:1][C:2]1[N:29]=[C:5]2[NH:6][C:7](=[O:28])[C:8]([CH2:13][C:14]3[CH:19]=[CH:18][C:17]([C:20]4[C:21]([C:26]#[N:27])=[CH:22][CH:23]=[CH:24][CH:25]=4)=[CH:16][CH:15]=3)=[C:9]([CH2:10][CH2:11][CH3:12])[N:4]2[N:3]=1.[CH3:30][C:31]1([CH2:34]O)[CH2:33][CH2:32]1.C(P(CCCC)CCCC)CCC.N(C(N1CCCCC1)=O)=NC(N1CCCCC1)=O. Product: [CH3:1][C:2]1[N:29]=[C:5]2[N:6]([CH2:30][C:31]3([CH3:34])[CH2:33][CH2:32]3)[C:7](=[O:28])[C:8]([CH2:13][C:14]3[CH:19]=[CH:18][C:17]([C:20]4[C:21]([C:26]#[N:27])=[CH:22][CH:23]=[CH:24][CH:25]=4)=[CH:16][CH:15]=3)=[C:9]([CH2:10][CH2:11][CH3:12])[N:4]2[N:3]=1. The catalyst class is: 56. (2) Reactant: C(OC(=O)[NH:7][C:8]1[C:9]([CH3:20])=[N:10][O:11][C:12]=1[C:13]1[CH:18]=[CH:17][C:16]([Br:19])=[CH:15][CH:14]=1)(C)(C)C.FC(F)(F)C(O)=O. Product: [Br:19][C:16]1[CH:15]=[CH:14][C:13]([C:12]2[O:11][N:10]=[C:9]([CH3:20])[C:8]=2[NH2:7])=[CH:18][CH:17]=1. The catalyst class is: 2. (3) Reactant: [H-].[H-].[H-].[H-].[Li+].[Al+3].[O:7]1[CH2:12][CH2:11][N:10]([CH2:13][CH2:14][NH:15][C:16](=O)OC(C)(C)C)[CH2:9][CH2:8]1. Product: [CH3:16][NH:15][CH2:14][CH2:13][N:10]1[CH2:11][CH2:12][O:7][CH2:8][CH2:9]1. The catalyst class is: 7. (4) Reactant: C([O:3][CH:4](OCC)[CH2:5][N:6]([CH2:20][C:21]1[CH:22]=[N:23][CH:24]=[CH:25][CH:26]=1)[C:7](=[O:19])[CH2:8][CH2:9][O:10][CH2:11][CH2:12][C:13]1[CH:18]=[CH:17][CH:16]=[CH:15][CH:14]=1)C.Cl.ClCCl.C(=O)(O)[O-].[Na+]. Product: [O:3]=[CH:4][CH2:5][N:6]([CH2:20][C:21]1[CH:22]=[N:23][CH:24]=[CH:25][CH:26]=1)[C:7](=[O:19])[CH2:8][CH2:9][O:10][CH2:11][CH2:12][C:13]1[CH:14]=[CH:15][CH:16]=[CH:17][CH:18]=1. The catalyst class is: 12.